Predict the reactants needed to synthesize the given product. From a dataset of Full USPTO retrosynthesis dataset with 1.9M reactions from patents (1976-2016). (1) Given the product [Cl:28][C:22]1[C:23]([Cl:27])=[CH:24][CH:25]=[CH:26][C:21]=1[S:18]([NH:17][C:14]1[C:13]([O:37][CH3:38])=[N:12][C:11]([S:5][CH2:4][C:3]2[CH:6]=[CH:7][CH:8]=[CH:9][C:2]=2[Cl:1])=[CH:16][N:15]=1)(=[O:20])=[O:19], predict the reactants needed to synthesize it. The reactants are: [Cl:1][C:2]1[CH:9]=[CH:8][CH:7]=[CH:6][C:3]=1[CH2:4][SH:5].Br[C:11]1[N:12]=[C:13]([O:37][CH3:38])[C:14]([N:17](COCC[Si](C)(C)C)[S:18]([C:21]2[CH:26]=[CH:25][CH:24]=[C:23]([Cl:27])[C:22]=2[Cl:28])(=[O:20])=[O:19])=[N:15][CH:16]=1. (2) Given the product [Cl:42][C:43]1[S:47][C:46]([S:48]([NH:51][C:6]([N:8]2[CH2:13][CH2:12][N:11]([C:14]3[C:19]([C:20]#[N:21])=[CH:18][C:17]([C:22]4[O:23][C:24]([CH2:27][CH3:28])=[CH:25][N:26]=4)=[C:16]([CH3:29])[N:15]=3)[CH2:10][CH2:9]2)=[O:7])(=[O:50])=[O:49])=[CH:45][CH:44]=1, predict the reactants needed to synthesize it. The reactants are: C(O[C:6]([N:8]1[CH2:13][CH2:12][N:11]([C:14]2[C:19]([C:20]#[N:21])=[CH:18][C:17]([C:22]3[O:23][C:24]([CH2:27][CH3:28])=[CH:25][N:26]=3)=[C:16]([CH3:29])[N:15]=2)[CH2:10][CH2:9]1)=[O:7])(C)(C)C.C(N1C=CN=C1)(N1C=CN=C1)=O.[Cl:42][C:43]1[S:47][C:46]([S:48]([NH2:51])(=[O:50])=[O:49])=[CH:45][CH:44]=1.CCN(C(C)C)C(C)C.